From a dataset of Catalyst prediction with 721,799 reactions and 888 catalyst types from USPTO. Predict which catalyst facilitates the given reaction. (1) Reactant: [C:1]([C:3]1[CH:8]=[CH:7][C:6]([C:9]2[CH:10]=[N:11][N:12]([C:15]3[CH:23]=[CH:22][C:18]([C:19](O)=[O:20])=[CH:17][N:16]=3)[C:13]=2[OH:14])=[CH:5][CH:4]=1)#[N:2].CCN=C=NCCCN(C)C.C1C=CC2N(O)N=NC=2C=1.C(N(CC)C(C)C)(C)C.[CH2:54]([O:56][CH2:57][CH2:58][NH2:59])[CH3:55]. Product: [C:1]([C:3]1[CH:4]=[CH:5][C:6]([C:9]2[CH:10]=[N:11][N:12]([C:15]3[CH:23]=[CH:22][C:18]([C:19]([NH:59][CH2:58][CH2:57][O:56][CH2:54][CH3:55])=[O:20])=[CH:17][N:16]=3)[C:13]=2[OH:14])=[CH:7][CH:8]=1)#[N:2]. The catalyst class is: 18. (2) Reactant: [C:1]([C:4]1[CH:12]=[CH:11][C:7]([C:8]([OH:10])=O)=[CH:6][CH:5]=1)(=[O:3])[CH3:2].Cl.CN(C)CCCN=C=NCC.C(N(CC)CC)C.ON1C2C=CC=CC=2N=N1.[F:42][C:43]1[CH:49]=[CH:48][C:46]([NH2:47])=[CH:45][CH:44]=1. The catalyst class is: 7. Product: [C:1]([C:4]1[CH:5]=[CH:6][C:7]([C:8]([NH:47][C:46]2[CH:48]=[CH:49][C:43]([F:42])=[CH:44][CH:45]=2)=[O:10])=[CH:11][CH:12]=1)(=[O:3])[CH3:2]. (3) Reactant: F[C:2]1[N:7]=[C:6]([N:8]2[C:17]3[C:12](=[CH:13][CH:14]=[C:15]([C:18]4[CH:23]=[CH:22][CH:21]=[CH:20][CH:19]=4)[N:16]=3)[CH2:11][CH2:10][CH2:9]2)[CH:5]=[C:4]([CH3:24])[N:3]=1.[NH2:25][CH:26]1[CH2:31][CH2:30][N:29]([C:32]([O:34][C:35]([CH3:38])([CH3:37])[CH3:36])=[O:33])[CH2:28][CH2:27]1. Product: [CH3:24][C:4]1[CH:5]=[C:6]([N:8]2[C:17]3[C:12](=[CH:13][CH:14]=[C:15]([C:18]4[CH:23]=[CH:22][CH:21]=[CH:20][CH:19]=4)[N:16]=3)[CH2:11][CH2:10][CH2:9]2)[N:7]=[C:2]([NH:25][CH:26]2[CH2:27][CH2:28][N:29]([C:32]([O:34][C:35]([CH3:38])([CH3:37])[CH3:36])=[O:33])[CH2:30][CH2:31]2)[N:3]=1. The catalyst class is: 12. (4) Reactant: [N:1]1([C:7]2[CH:19]=[CH:18][CH:17]=[CH:16][C:8]=2[CH2:9][CH:10]2[CH2:14][CH2:13][NH:12][C:11]2=[O:15])[CH2:6][CH2:5][NH:4][CH2:3][CH2:2]1.Br[C:21]1[CH:26]=[CH:25][C:24]([C:27]([O:30][CH3:31])([CH3:29])[CH3:28])=[CH:23][CH:22]=1.CNCCNC.C([O-])([O-])=O.[K+].[K+]. Product: [CH3:31][O:30][C:27]([C:24]1[CH:25]=[CH:26][C:21]([N:12]2[CH2:13][CH2:14][CH:10]([CH2:9][C:8]3[CH:16]=[CH:17][CH:18]=[CH:19][C:7]=3[N:1]3[CH2:2][CH2:3][NH:4][CH2:5][CH2:6]3)[C:11]2=[O:15])=[CH:22][CH:23]=1)([CH3:29])[CH3:28]. The catalyst class is: 432. (5) Reactant: [CH2:1]([N:3]([CH2:7][CH3:8])[C:4](Cl)=[O:5])[CH3:2].[Cl:9][C:10]1[C:11]([O:20][C:21]2[CH:25]=[C:24]([CH3:26])[NH:23][N:22]=2)=[N:12][CH:13]=[C:14]([C:16]([F:19])([F:18])[F:17])[CH:15]=1.C(=O)([O-])[O-].[K+].[K+].Cl. Product: [CH2:1]([N:3]([CH2:7][CH3:8])[C:4]([N:23]1[C:24]([CH3:26])=[CH:25][C:21]([O:20][C:11]2[C:10]([Cl:9])=[CH:15][C:14]([C:16]([F:19])([F:18])[F:17])=[CH:13][N:12]=2)=[N:22]1)=[O:5])[CH3:2]. The catalyst class is: 3. (6) Reactant: [CH:1]1([C:7]2[CH:16]=[C:15]3[C:10]([C:11]([CH3:24])=[CH:12][C:13](=[O:23])[N:14]3[CH2:17][CH:18]3OCC[O:19]3)=[CH:9][CH:8]=2)[CH2:6][CH2:5][CH2:4][CH2:3][CH2:2]1.FC(F)(F)C(O)=O.C(OCC)(=O)C.C(=O)([O-])O.[Na+]. Product: [CH:1]1([C:7]2[CH:16]=[C:15]3[C:10]([C:11]([CH3:24])=[CH:12][C:13](=[O:23])[N:14]3[CH2:17][CH:18]=[O:19])=[CH:9][CH:8]=2)[CH2:2][CH2:3][CH2:4][CH2:5][CH2:6]1. The catalyst class is: 6. (7) Reactant: [Si:1]([O:8][CH2:9][C:10]1[CH:15]=[CH:14][N:13]=[CH:12][CH:11]=1)([C:4]([CH3:7])([CH3:6])[CH3:5])([CH3:3])[CH3:2].[CH3:16][C:17]([CH3:23])([CH3:22])[CH2:18][CH2:19][Mg]Cl.[C:24](Cl)(=[O:27])[O:25][CH3:26].O. Product: [Si:1]([O:8][CH2:9][C:10]1[CH:11]=[CH:12][N:13]([C:24]([O:25][CH3:26])=[O:27])[CH:14]([CH2:19][CH2:18][C:17]([CH3:23])([CH3:22])[CH3:16])[CH:15]=1)([C:4]([CH3:7])([CH3:6])[CH3:5])([CH3:3])[CH3:2]. The catalyst class is: 1. (8) Reactant: [CH3:1][CH:2]([NH:4][C:5]1[CH:9]=[CH:8][S:7][C:6]=1[C:10]([O:12][CH3:13])=[O:11])[CH3:3].[Cl:14][C:15]1[CH:23]=[C:22]([Cl:24])[CH:21]=[CH:20][C:16]=1[C:17](Cl)=[O:18]. Product: [Cl:14][C:15]1[CH:23]=[C:22]([Cl:24])[CH:21]=[CH:20][C:16]=1[C:17]([N:4]([CH:2]([CH3:1])[CH3:3])[C:5]1[CH:9]=[CH:8][S:7][C:6]=1[C:10]([O:12][CH3:13])=[O:11])=[O:18]. The catalyst class is: 17. (9) Reactant: [CH2:1]([O:8][CH2:9][CH:10]([NH:14]C(OC(C)(C)C)=O)[C:11]([OH:13])=O)[C:2]1[CH:7]=[CH:6][CH:5]=[CH:4][CH:3]=1.CN(C(ON1N=NC2C=CC=NC1=2)=[N+](C)C)C.F[P-](F)(F)(F)(F)F.CCN(C(C)C)C(C)C.[O:55]([C:62]1[CH:68]=[CH:67][C:65]([NH2:66])=[CH:64][CH:63]=1)[C:56]1[CH:61]=[CH:60][CH:59]=[CH:58][CH:57]=1.Cl. Product: [NH2:14][CH:10]([CH2:9][O:8][CH2:1][C:2]1[CH:3]=[CH:4][CH:5]=[CH:6][CH:7]=1)[C:11]([NH:66][C:65]1[CH:64]=[CH:63][C:62]([O:55][C:56]2[CH:61]=[CH:60][CH:59]=[CH:58][CH:57]=2)=[CH:68][CH:67]=1)=[O:13]. The catalyst class is: 887.